Regression. Given a peptide amino acid sequence and an MHC pseudo amino acid sequence, predict their binding affinity value. This is MHC class I binding data. From a dataset of Peptide-MHC class I binding affinity with 185,985 pairs from IEDB/IMGT. (1) The peptide sequence is FVSVYFSDY. The MHC is HLA-B08:01 with pseudo-sequence HLA-B08:01. The binding affinity (normalized) is 0.0847. (2) The peptide sequence is SAIANLDVL. The MHC is H-2-Kb with pseudo-sequence H-2-Kb. The binding affinity (normalized) is 0.303. (3) The peptide sequence is MKWGMEMRR. The MHC is HLA-A03:01 with pseudo-sequence HLA-A03:01. The binding affinity (normalized) is 0.0847. (4) The peptide sequence is GYKDGNEYI. The MHC is H-2-Kd with pseudo-sequence H-2-Kd. The binding affinity (normalized) is 0.494. (5) The peptide sequence is SLFSTVATL. The MHC is HLA-A02:02 with pseudo-sequence HLA-A02:02. The binding affinity (normalized) is 0.590. (6) The peptide sequence is MEHKYSWKSW. The MHC is HLA-B44:02 with pseudo-sequence HLA-B44:02. The binding affinity (normalized) is 0.777. (7) The binding affinity (normalized) is 0.0936. The MHC is HLA-A31:01 with pseudo-sequence HLA-A31:01. The peptide sequence is TYSAGIVQI. (8) The peptide sequence is QLFIKDYRY. The MHC is HLA-B08:02 with pseudo-sequence HLA-B08:02. The binding affinity (normalized) is 0.0847. (9) The peptide sequence is LRYGNVLDV. The MHC is HLA-A68:02 with pseudo-sequence HLA-A68:02. The binding affinity (normalized) is 0.0847.